Dataset: Reaction yield outcomes from USPTO patents with 853,638 reactions. Task: Predict the reaction yield, written as a fraction of the theoretical maximum amount of product (1.0 means a 100% yield; for example, 0.34 means a 34% yield). The reactants are C[O-].[Na+].[Si:4]([O:21][CH2:22][CH2:23][CH2:24][CH:25]([C:30](OC)=[O:31])[C:26](OC)=[O:27])([C:17]([CH3:20])([CH3:19])[CH3:18])([C:11]1[CH:16]=[CH:15][CH:14]=[CH:13][CH:12]=1)[C:5]1[CH:10]=[CH:9][CH:8]=[CH:7][CH:6]=1.[CH:34]([NH:37][C:38]([NH2:40])=[O:39])([CH3:36])[CH3:35]. The catalyst is CO. The product is [Si:4]([O:21][CH2:22][CH2:23][CH2:24][CH:25]1[C:30](=[O:31])[N:37]([CH:34]([CH3:36])[CH3:35])[C:38](=[O:39])[NH:40][C:26]1=[O:27])([C:17]([CH3:19])([CH3:18])[CH3:20])([C:11]1[CH:16]=[CH:15][CH:14]=[CH:13][CH:12]=1)[C:5]1[CH:10]=[CH:9][CH:8]=[CH:7][CH:6]=1. The yield is 0.460.